From a dataset of Forward reaction prediction with 1.9M reactions from USPTO patents (1976-2016). Predict the product of the given reaction. (1) Given the reactants [C:1]([C:3]1[CH:4]=[N:5][N:6]2[C:11]([C:12]([F:15])([F:14])[F:13])=[CH:10][C:9]([C:16]3[CH:21]=[CH:20][C:19]([C:22]([F:25])([F:24])[F:23])=[CH:18][CH:17]=3)=[N:8][C:7]=12)#[CH:2].Br[C:27]1[CH:28]=[N:29][CH:30]=[C:31]([CH:35]=1)[C:32]([NH2:34])=[O:33], predict the reaction product. The product is: [F:15][C:12]([F:14])([F:13])[C:11]1[N:6]2[N:5]=[CH:4][C:3]([C:1]#[C:2][C:27]3[CH:28]=[N:29][CH:30]=[C:31]([CH:35]=3)[C:32]([NH2:34])=[O:33])=[C:7]2[N:8]=[C:9]([C:16]2[CH:21]=[CH:20][C:19]([C:22]([F:25])([F:24])[F:23])=[CH:18][CH:17]=2)[CH:10]=1. (2) Given the reactants [N+:1]([C:4]1[CH:5]=[C:6]([C:10]2[N:11]=[C:12]([CH2:15][N:16]3[CH:20]=[C:19]([C:21]([O:23]CC)=[O:22])[CH:18]=[N:17]3)[S:13][CH:14]=2)[CH:7]=[CH:8][CH:9]=1)([O-:3])=[O:2].[OH-].[Na+].Cl, predict the reaction product. The product is: [N+:1]([C:4]1[CH:5]=[C:6]([C:10]2[N:11]=[C:12]([CH2:15][N:16]3[CH:20]=[C:19]([C:21]([OH:23])=[O:22])[CH:18]=[N:17]3)[S:13][CH:14]=2)[CH:7]=[CH:8][CH:9]=1)([O-:3])=[O:2]. (3) Given the reactants C([O:5][C:6](=[O:36])[CH2:7][N:8]1[C:16]2[C:11](=[CH:12][CH:13]=[C:14]([O:17][CH2:18][CH2:19][C:20]3[S:24][C:23]([C:25]4[CH:30]=[CH:29][CH:28]=[C:27]([C:31]([F:34])([F:33])[F:32])[CH:26]=4)=[N:22][C:21]=3[CH3:35])[CH:15]=2)[CH:10]=[CH:9]1)(C)(C)C.[Li+].[OH-], predict the reaction product. The product is: [CH3:35][C:21]1[N:22]=[C:23]([C:25]2[CH:30]=[CH:29][CH:28]=[C:27]([C:31]([F:34])([F:32])[F:33])[CH:26]=2)[S:24][C:20]=1[CH2:19][CH2:18][O:17][C:14]1[CH:15]=[C:16]2[C:11]([CH:10]=[CH:9][N:8]2[CH2:7][C:6]([OH:36])=[O:5])=[CH:12][CH:13]=1. (4) Given the reactants [C:1]([O:5][C:6]([N:8]1[CH2:12][CH2:11][C@@H:10]([C:13](O)=[O:14])[CH2:9]1)=[O:7])([CH3:4])([CH3:3])[CH3:2].B.C1COCC1, predict the reaction product. The product is: [OH:14][CH2:13][C@@H:10]1[CH2:11][CH2:12][N:8]([C:6]([O:5][C:1]([CH3:4])([CH3:3])[CH3:2])=[O:7])[CH2:9]1. (5) The product is: [C:30]([C:27]([C:23]1[CH:22]=[C:21]([C:20]([NH:19][C:14]2[CH:15]=[CH:16][C:17]([CH3:18])=[C:12]([NH:11][C:6]3[N:7]=[CH:8][C:9]4[N:10]=[C:2]([NH:1][C:41]([C:38]5[CH:37]=[C:36]([CH:34]([CH3:35])[CH3:33])[NH:40][N:39]=5)=[O:42])[S:3][C:4]=4[N:5]=3)[CH:13]=2)=[O:32])[CH:26]=[CH:25][CH:24]=1)([CH3:29])[CH3:28])#[N:31]. Given the reactants [NH2:1][C:2]1[S:3][C:4]2[N:5]=[C:6]([NH:11][C:12]3[CH:13]=[C:14]([NH:19][C:20](=[O:32])[C:21]4[CH:26]=[CH:25][CH:24]=[C:23]([C:27]([C:30]#[N:31])([CH3:29])[CH3:28])[CH:22]=4)[CH:15]=[CH:16][C:17]=3[CH3:18])[N:7]=[CH:8][C:9]=2[N:10]=1.[CH3:33][CH:34]([C:36]1[NH:40][N:39]=[C:38]([C:41](O)=[O:42])[CH:37]=1)[CH3:35].F[P-](F)(F)(F)(F)F.N1(OC(N(C)C)=[N+](C)C)C2N=CC=CC=2N=N1.C(=O)([O-])O.[Na+], predict the reaction product. (6) Given the reactants [F:1][C:2]1[CH:3]=[C:4]([CH:6]=[CH:7][C:8]=1[N:9]1[CH2:14][CH2:13][O:12][CH2:11][CH2:10]1)[NH2:5].[C:15](Cl)(Cl)=[O:16], predict the reaction product. The product is: [F:1][C:2]1[CH:3]=[C:4]([N:5]=[C:15]=[O:16])[CH:6]=[CH:7][C:8]=1[N:9]1[CH2:14][CH2:13][O:12][CH2:11][CH2:10]1. (7) Given the reactants [NH2:1][CH:2]([C:10]1[C:11]([O:18][CH3:19])=[N:12][CH:13]=[CH:14][C:15]=1[O:16][CH3:17])[CH2:3][CH2:4][CH2:5][C:6]([O:8]C)=O.[C:20]1([C:28]2[CH:33]=[CH:32][CH:31]=[CH:30][CH:29]=2)[CH:25]=[CH:24][CH:23]=[C:22]([CH:26]=O)[CH:21]=1, predict the reaction product. The product is: [C:20]1([C:28]2[CH:29]=[CH:30][CH:31]=[CH:32][CH:33]=2)[CH:25]=[CH:24][CH:23]=[C:22]([CH2:26][N:1]2[CH:2]([C:10]3[C:11]([O:18][CH3:19])=[N:12][CH:13]=[CH:14][C:15]=3[O:16][CH3:17])[CH2:3][CH2:4][CH2:5][C:6]2=[O:8])[CH:21]=1.